From a dataset of Catalyst prediction with 721,799 reactions and 888 catalyst types from USPTO. Predict which catalyst facilitates the given reaction. (1) Reactant: [C:1]([O:4][CH2:5][CH:6](Br)[C:7]([O:9][CH3:10])=[O:8])(=[O:3])[CH3:2].[I-:12].[Na+].O. Product: [C:1]([O:4][CH2:5][CH:6]([I:12])[C:7]([O:9][CH3:10])=[O:8])(=[O:3])[CH3:2]. The catalyst class is: 21. (2) Reactant: S(Cl)([Cl:4])(=O)=O.[CH2:6]([O:8][C:9](=[O:26])[CH2:10][C:11](=[O:25])[CH2:12][CH2:13][NH:14][C:15]([O:17][CH2:18][C:19]1[CH:24]=[CH:23][CH:22]=[CH:21][CH:20]=1)=[O:16])[CH3:7].C([O-])(O)=O.[Na+]. Product: [CH2:6]([O:8][C:9](=[O:26])[CH:10]([Cl:4])[C:11](=[O:25])[CH2:12][CH2:13][NH:14][C:15]([O:17][CH2:18][C:19]1[CH:24]=[CH:23][CH:22]=[CH:21][CH:20]=1)=[O:16])[CH3:7]. The catalyst class is: 2. (3) Reactant: [C:1]([O:4][CH2:5][C:6]([CH3:36])([CH3:35])[CH2:7][N:8]1[C:14]2[CH:15]=[CH:16][C:17]([Cl:19])=[CH:18][C:13]=2[C@@H:12]([C:20]2[CH:25]=[CH:24][CH:23]=[C:22]([O:26][CH3:27])[C:21]=2[O:28][CH3:29])[O:11][C@H:10]([CH2:30][C:31](O)=[O:32])[C:9]1=[O:34])(=[O:3])[CH3:2].C(N(CC)CC)C.ClC(OCC(C)C)=O.Cl.[NH2:53][C:54]1[CH:55]=[C:56]([CH3:68])[C:57]2[O:61][C:60]([C:62]([O:64][CH2:65][CH3:66])=[O:63])=[CH:59][C:58]=2[CH:67]=1.N1C=CC=CC=1. Product: [C:1]([O:4][CH2:5][C:6]([CH3:36])([CH3:35])[CH2:7][N:8]1[C:14]2[CH:15]=[CH:16][C:17]([Cl:19])=[CH:18][C:13]=2[C@@H:12]([C:20]2[CH:25]=[CH:24][CH:23]=[C:22]([O:26][CH3:27])[C:21]=2[O:28][CH3:29])[O:11][C@H:10]([CH2:30][C:31]([NH:53][C:54]2[CH:55]=[C:56]([CH3:68])[C:57]3[O:61][C:60]([C:62]([O:64][CH2:65][CH3:66])=[O:63])=[CH:59][C:58]=3[CH:67]=2)=[O:32])[C:9]1=[O:34])(=[O:3])[CH3:2]. The catalyst class is: 35. (4) Reactant: [Cl:1][C:2]1[C:7]2[B:8]([OH:11])[O:9][CH2:10][C:6]=2[C:5]([CH2:12][NH:13]C(=O)OC(C)(C)C)=[CH:4][C:3]=1[O:21][CH2:22][C:23]([C:39]#[N:40])([NH:25][C:26](=[O:38])[C:27]1[CH:32]=[CH:31][C:30]([O:33][C:34]([F:37])([F:36])[F:35])=[CH:29][CH:28]=1)[CH3:24].C(O)(C(F)(F)F)=[O:42]. Product: [NH2:13][CH2:12][C:5]1[C:6]2[CH2:10][O:9][B:8]([OH:11])[C:7]=2[C:2]([Cl:1])=[C:3]([O:21][CH2:22][C:23]([NH:25][C:26](=[O:38])[C:27]2[CH:32]=[CH:31][C:30]([O:33][C:34]([F:36])([F:37])[F:35])=[CH:29][CH:28]=2)([C:39]#[N:40])[CH3:24])[CH:4]=1.[NH2:40][C:39](=[O:42])[C:23]([NH:25][C:26](=[O:38])[C:27]1[CH:32]=[CH:31][C:30]([O:33][C:34]([F:37])([F:36])[F:35])=[CH:29][CH:28]=1)([CH3:24])[CH2:22][O:21][C:3]1[CH:4]=[C:5]([CH2:12][NH2:13])[C:6]2[CH2:10][O:9][B:8]([OH:11])[C:7]=2[C:2]=1[Cl:1]. The catalyst class is: 2. (5) Reactant: [CH3:1][C:2]1[N:3]=[CH:4][C:5]2[C:10]([CH:11]=1)=[CH:9][CH:8]=[CH:7][CH:6]=2.[N+:12]([O-])([O-:14])=[O:13].[K+].C(=O)([O-])[O-].[K+].[K+]. Product: [CH3:1][C:2]1[N:3]=[CH:4][C:5]2[C:10]([CH:11]=1)=[C:9]([N+:12]([O-:14])=[O:13])[CH:8]=[CH:7][CH:6]=2. The catalyst class is: 65. (6) Reactant: C(OCC)(=O)C.[CH3:7][C:8]([C:41]([OH:43])=[O:42])([C:10]1[CH:11]=[CH:12][C:13]([CH:16]([OH:40])[CH2:17][CH2:18][CH2:19][N:20]2[CH2:25][CH2:24][CH:23]([C:26]([OH:39])([C:33]3[CH:34]=[CH:35][CH:36]=[CH:37][CH:38]=3)[C:27]3[CH:28]=[CH:29][CH:30]=[CH:31][CH:32]=3)[CH2:22][CH2:21]2)=[CH:14][CH:15]=1)[CH3:9].[ClH:44].C(O)(C)C. Product: [CH3:9][C:8]([C:41]([OH:43])=[O:42])([C:10]1[CH:15]=[CH:14][C:13]([CH:16]([OH:40])[CH2:17][CH2:18][CH2:19][N:20]2[CH2:21][CH2:22][CH:23]([C:26]([OH:39])([C:27]3[CH:32]=[CH:31][CH:30]=[CH:29][CH:28]=3)[C:33]3[CH:34]=[CH:35][CH:36]=[CH:37][CH:38]=3)[CH2:24][CH2:25]2)=[CH:12][CH:11]=1)[CH3:7].[ClH:44]. The catalyst class is: 32. (7) Reactant: [CH3:1][C:2]1([CH3:18])[NH:6][S:5](=[O:8])(=[O:7])[N:4]([C:9]2[CH:16]=[C:15]([F:17])[CH:14]=[CH:13][C:10]=2[C:11]#[N:12])[CH2:3]1.[H-].[Na+].I[CH3:22]. Product: [F:17][C:15]1[CH:14]=[CH:13][C:10]([C:11]#[N:12])=[C:9]([N:4]2[CH2:3][C:2]([CH3:18])([CH3:1])[N:6]([CH3:22])[S:5]2(=[O:8])=[O:7])[CH:16]=1. The catalyst class is: 18.